Dataset: Full USPTO retrosynthesis dataset with 1.9M reactions from patents (1976-2016). Task: Predict the reactants needed to synthesize the given product. (1) Given the product [Br:1][C:2]1[CH:3]=[C:4]([C@H:8]([NH:23][CH3:24])[CH2:9][N:10]2[CH2:14][CH2:13][C@H:12]([OH:15])[CH2:11]2)[CH:5]=[CH:6][CH:7]=1, predict the reactants needed to synthesize it. The reactants are: [Br:1][C:2]1[CH:3]=[C:4]([C@H:8]([NH:23][CH3:24])[CH2:9][N:10]2[CH2:14][CH2:13][C@H:12]([O:15][Si](C(C)(C)C)(C)C)[CH2:11]2)[CH:5]=[CH:6][CH:7]=1.Cl.C(=O)(O)[O-].[Na+]. (2) Given the product [NH2:30][C:22](=[O:23])[CH2:21][CH2:20][C:16]1[CH:15]=[C:14]([CH:19]=[CH:18][CH:17]=1)[CH2:13][NH:12][C:7]1[CH:8]=[CH:9][CH:10]=[CH:11][C:6]=1/[CH:5]=[CH:4]/[C:3]([O:2][CH3:1])=[O:25], predict the reactants needed to synthesize it. The reactants are: [CH3:1][O:2][C:3](=[O:25])/[CH:4]=[CH:5]/[C:6]1[CH:11]=[CH:10][CH:9]=[CH:8][C:7]=1[NH:12][CH2:13][C:14]1[CH:15]=[C:16]([CH2:20][CH2:21][C:22](O)=[O:23])[CH:17]=[CH:18][CH:19]=1.[NH4+].[Cl-].C([N:30](CC)CC)C.C[N+]1(C2N=C(OC)N=C(OC)N=2)CCOCC1.[Cl-]. (3) The reactants are: [F:1][C:2]1[CH:3]=[C:4]([C:8]2[CH:9]=[CH:10][C:11]3[N:12]([C:14]([S:17][C:18]4[CH:27]=[CH:26][C:21]5[N:22]=[C:23]([NH2:25])[S:24][C:20]=5[CH:19]=4)=[N:15][N:16]=3)[N:13]=2)[CH:5]=[CH:6][CH:7]=1.[C:28](OC(=O)C)(=[O:30])[CH3:29]. Given the product [F:1][C:2]1[CH:3]=[C:4]([C:8]2[CH:9]=[CH:10][C:11]3[N:12]([C:14]([S:17][C:18]4[CH:27]=[CH:26][C:21]5[N:22]=[C:23]([NH:25][C:28](=[O:30])[CH3:29])[S:24][C:20]=5[CH:19]=4)=[N:15][N:16]=3)[N:13]=2)[CH:5]=[CH:6][CH:7]=1, predict the reactants needed to synthesize it. (4) Given the product [F:24][C:19]1[CH:18]=[C:17]([CH:22]=[C:21]([F:23])[CH:20]=1)[CH2:16][N:14]1[CH:15]=[C:11]([C:10]2[C:4]3[C:5](=[N:6][CH:7]=[C:2]([C:39]4[CH:40]=[CH:41][C:36]([F:35])=[C:37]([NH:51][S:52]([CH3:55])(=[O:54])=[O:53])[CH:38]=4)[CH:3]=3)[N:8]([S:25]([C:28]3[CH:34]=[CH:33][C:31]([CH3:32])=[CH:30][CH:29]=3)(=[O:26])=[O:27])[CH:9]=2)[CH:12]=[N:13]1, predict the reactants needed to synthesize it. The reactants are: Br[C:2]1[CH:3]=[C:4]2[C:10]([C:11]3[CH:12]=[N:13][N:14]([CH2:16][C:17]4[CH:22]=[C:21]([F:23])[CH:20]=[C:19]([F:24])[CH:18]=4)[CH:15]=3)=[CH:9][N:8]([S:25]([C:28]3[CH:34]=[CH:33][C:31]([CH3:32])=[CH:30][CH:29]=3)(=[O:27])=[O:26])[C:5]2=[N:6][CH:7]=1.[F:35][C:36]1[CH:41]=[CH:40][C:39](B2OC(C)(C)C(C)(C)O2)=[CH:38][C:37]=1[NH:51][S:52]([CH3:55])(=[O:54])=[O:53].C(=O)([O-])[O-].[Na+].[Na+]. (5) The reactants are: [Cl:1][C:2]1[CH:3]=[C:4]([C:8]2[C:13]3[N:14]([CH2:26][C@H:27]4[CH2:32][CH2:31][C@H:30]([CH3:33])[CH2:29][CH2:28]4)[C:15]([N:17]4[CH2:21][CH2:20][CH2:19][C@H:18]4[C:22]([F:25])([F:24])[F:23])=[N:16][C:12]=3[CH:11]=[C:10]([C:34](=[N:36][OH:37])[NH2:35])[N:9]=2)[CH:5]=[N:6][CH:7]=1.[C:38](N1C=CN=C1)(N1C=CN=C1)=[O:39].N12CCCN=C1CCCCC2. Given the product [Cl:1][C:2]1[CH:3]=[C:4]([C:8]2[C:13]3[N:14]([CH2:26][C@H:27]4[CH2:32][CH2:31][C@H:30]([CH3:33])[CH2:29][CH2:28]4)[C:15]([N:17]4[CH2:21][CH2:20][CH2:19][C@H:18]4[C:22]([F:24])([F:23])[F:25])=[N:16][C:12]=3[CH:11]=[C:10]([C:34]3[NH:35][C:38](=[O:39])[O:37][N:36]=3)[N:9]=2)[CH:5]=[N:6][CH:7]=1, predict the reactants needed to synthesize it. (6) Given the product [CH2:1]([O:8][C:9]1[CH:14]=[CH:13][N:12]([C:17]2[CH:22]=[CH:21][C:20]([O:23][CH:24]3[CH2:29][CH2:28][CH2:27][CH2:26][O:25]3)=[CH:19][CH:18]=2)[C:11](=[O:15])[CH:10]=1)[C:2]1[CH:3]=[CH:4][CH:5]=[CH:6][CH:7]=1, predict the reactants needed to synthesize it. The reactants are: [CH2:1]([O:8][C:9]1[CH:14]=[CH:13][NH:12][C:11](=[O:15])[CH:10]=1)[C:2]1[CH:7]=[CH:6][CH:5]=[CH:4][CH:3]=1.I[C:17]1[CH:22]=[CH:21][C:20]([O:23][CH:24]2[CH2:29][CH2:28][CH2:27][CH2:26][O:25]2)=[CH:19][CH:18]=1.C(=O)([O-])[O-].[K+].[K+].CN(C)C=O. (7) Given the product [CH2:33]([O:32][P:31]1(=[O:35])[CH:30]=[C:29]([C:26]2[CH:25]=[CH:24][C:23]([Cl:22])=[CH:28][CH:27]=2)[CH:11]=[C:6]([CH2:7][CH2:8][CH2:9][CH3:10])[O:36]1)[CH3:34], predict the reactants needed to synthesize it. The reactants are: CC(P(C(C)(C)C)[C:6]1[C:11]([C:6]2[CH:11]=[CH:10][CH:9]=[CH:8][CH:7]=2)=[CH:10][CH:9]=[CH:8][CH:7]=1)(C)C.[Cl:22][C:23]1[CH:28]=[CH:27][C:26]([C:29]#[C:30][P:31](=[O:36])([OH:35])[O:32][CH2:33][CH3:34])=[CH:25][CH:24]=1.C#CCCCC. (8) Given the product [Br:15][C:13]1[CH:12]=[CH:11][C:10]([OH:14])=[CH:9][C:8]=1[O:1][C:2]1[CH:3]=[CH:4][CH:5]=[CH:6][CH:7]=1, predict the reactants needed to synthesize it. The reactants are: [O:1]([C:8]1[CH:9]=[C:10]([OH:14])[CH:11]=[CH:12][CH:13]=1)[C:2]1[CH:7]=[CH:6][CH:5]=[CH:4][CH:3]=1.[Br:15]Br. (9) Given the product [F:26][C:22]1[CH:21]=[C:20]2[C:25]([C:17]([C:14]3[CH:15]=[CH:16][C:9]4[S:8](=[O:35])(=[O:34])[N:7]([CH:5]([CH3:6])[C:4]([NH:38][CH3:37])=[O:3])[CH:11]([CH3:12])[C:10]=4[CH:13]=3)=[CH:18][NH:19]2)=[CH:24][CH:23]=1, predict the reactants needed to synthesize it. The reactants are: C([O:3][C:4](=O)[CH:5]([N:7]1[CH:11]([CH3:12])[C:10]2[CH:13]=[C:14]([C:17]3[C:25]4[C:20](=[CH:21][C:22]([F:26])=[CH:23][CH:24]=4)[N:19](C(OC(C)(C)C)=O)[CH:18]=3)[CH:15]=[CH:16][C:9]=2[S:8]1(=[O:35])=[O:34])[CH3:6])C.[CH3:37][NH2:38].CCO.